Dataset: Reaction yield outcomes from USPTO patents with 853,638 reactions. Task: Predict the reaction yield, written as a fraction of the theoretical maximum amount of product (1.0 means a 100% yield; for example, 0.34 means a 34% yield). (1) The product is [ClH:46].[C:27]([N:23]1[C:24]2[C:19](=[CH:18][C:17]([C:15]3[CH:14]=[N:13][N:12]([CH2:11][CH2:10][NH:6][CH3:5])[CH:16]=3)=[CH:26][CH:25]=2)[C@H:20]([NH:31][C:32]2[CH:37]=[CH:36][C:35]([CH3:38])=[CH:34][N:33]=2)[CH2:21][C@@H:22]1[CH3:30])(=[O:29])[CH3:28]. The reactants are CC([CH2:5][N:6]([CH2:10][CH2:11][N:12]1[CH:16]=[C:15]([C:17]2[CH:18]=[C:19]3[C:24](=[CH:25][CH:26]=2)[N:23]([C:27](=[O:29])[CH3:28])[C@@H:22]([CH3:30])[CH2:21][C@H:20]3[NH:31][C:32]2[CH:37]=[CH:36][C:35]([CH3:38])=[CH:34][N:33]=2)[CH:14]=[N:13]1)C(=O)[O-])(C)C.FC(F)(F)C(O)=O.[ClH:46].CCOCC. The catalyst is ClCCl. The yield is 0.940. (2) The reactants are Cl.[CH3:2][O:3][C:4](=[O:23])[C@H:5]([CH2:7][C:8]1[CH:13]=[CH:12][C:11]([C:14]2[C:15](=[O:22])[N:16]([CH3:21])[CH:17]=[C:18]([Cl:20])[CH:19]=2)=[CH:10][CH:9]=1)[NH2:6].[CH3:24][O:25][CH2:26][CH2:27][C:28]1([C:33](O)=[O:34])[CH2:32][CH2:31][CH2:30][CH2:29]1.CCN(C(C)C)C(C)C.CN(C(ON1N=NC2C=CC=CC1=2)=[N+](C)C)C.F[P-](F)(F)(F)(F)F. The catalyst is CN(C=O)C. The product is [CH3:2][O:3][C:4](=[O:23])[C@H:5]([CH2:7][C:8]1[CH:9]=[CH:10][C:11]([C:14]2[C:15](=[O:22])[N:16]([CH3:21])[CH:17]=[C:18]([Cl:20])[CH:19]=2)=[CH:12][CH:13]=1)[NH:6][C:33]([C:28]1([CH2:27][CH2:26][O:25][CH3:24])[CH2:32][CH2:31][CH2:30][CH2:29]1)=[O:34]. The yield is 0.590. (3) The reactants are [N+:1]([O-:4])(O)=[O:2].OS(O)(=O)=O.[F:10][C:11]1[CH:12]=[C:13]([CH:17]=[C:18]([F:20])[CH:19]=1)[C:14]([OH:16])=[O:15]. No catalyst specified. The product is [F:10][C:11]1[C:12]([N+:1]([O-:4])=[O:2])=[C:13]([CH:17]=[C:18]([F:20])[CH:19]=1)[C:14]([OH:16])=[O:15]. The yield is 0.800. (4) The reactants are [NH2:1][C@H:2]([C:8]([OH:10])=[O:9])[CH2:3][CH2:4][C:5](=[O:7])[NH2:6].[C:11](ON1C(=O)CCC1=O)([O:13][CH2:14][CH:15]1[C:27]2[C:22](=[CH:23][CH:24]=[CH:25][CH:26]=2)[C:21]2[C:16]1=[CH:17][CH:18]=[CH:19][CH:20]=2)=[O:12].C(=O)([O-])[O-].[Na+].[Na+]. The catalyst is C1COCC1.O. The product is [C:11]([NH:1][C@H:2]([C:8]([OH:10])=[O:9])[CH2:3][CH2:4][C:5](=[O:7])[NH2:6])([O:13][CH2:14][CH:15]1[C:16]2[C:21](=[CH:20][CH:19]=[CH:18][CH:17]=2)[C:22]2[C:27]1=[CH:26][CH:25]=[CH:24][CH:23]=2)=[O:12]. The yield is 0.840. (5) The reactants are [CH3:1][O:2][C:3]1[CH:4]=[CH:5][C:6]([N+:12]([O-:14])=[O:13])=[C:7]([CH:11]=1)[C:8]([OH:10])=[O:9].[C:15](=O)([O-])[O-].[K+].[K+].CI. The catalyst is CN(C)C=O.C(OC(=O)C1C=C(OCCOC)C(OCCOC)=CC=1N)C. The product is [CH3:15][O:9][C:8](=[O:10])[C:7]1[CH:11]=[C:3]([O:2][CH3:1])[CH:4]=[CH:5][C:6]=1[N+:12]([O-:14])=[O:13]. The yield is 1.00. (6) The reactants are [CH3:1][C:2]([CH3:7])([CH3:6])[C:3]([NH2:5])=[O:4].C(Cl)(=O)[C:9](Cl)=[O:10].[F:14][C:15]([F:37])([F:36])[C:16]1[N:21]=[CH:20][C:19]([C:22]2[CH:27]=[C:26]([O:28][C:29]3[CH:30]=[CH:31][C:32]([NH2:35])=[N:33][CH:34]=3)[CH:25]=[CH:24][N:23]=2)=[CH:18][CH:17]=1.N1C=CC=CC=1. The catalyst is ClCCCl.O1CCOCC1. The product is [F:37][C:15]([F:14])([F:36])[C:16]1[N:21]=[CH:20][C:19]([C:22]2[CH:27]=[C:26]([O:28][C:29]3[CH:30]=[CH:31][C:32]([NH:35][C:9]([NH:5][C:3](=[O:4])[C:2]([CH3:7])([CH3:6])[CH3:1])=[O:10])=[N:33][CH:34]=3)[CH:25]=[CH:24][N:23]=2)=[CH:18][CH:17]=1. The yield is 0.650. (7) The reactants are [Cl:1][C:2]1[CH:3]=[CH:4][C:5]2[N:6]([C:8]([CH2:11][C:12]3[CH:23]=[CH:22][C:15]4[N:16]=[C:17](S(C)=O)[S:18][C:14]=4[CH:13]=3)=[CH:9][N:10]=2)[N:7]=1.[NH2:24][C@@H:25]1[CH2:30][CH2:29][CH2:28][CH2:27][C@H:26]1[OH:31].CCN(C(C)C)C(C)C.O. The catalyst is CN1C(=O)CCC1. The product is [Cl:1][C:2]1[CH:3]=[CH:4][C:5]2[N:6]([C:8]([CH2:11][C:12]3[CH:23]=[CH:22][C:15]4[N:16]=[C:17]([NH:24][C@@H:25]5[CH2:30][CH2:29][CH2:28][CH2:27][C@H:26]5[OH:31])[S:18][C:14]=4[CH:13]=3)=[CH:9][N:10]=2)[N:7]=1. The yield is 0.460. (8) The reactants are [CH3:1][O:2][C:3]1[CH:8]=[CH:7][CH:6]=[CH:5][C:4]=1[C@H:9]1[NH:20][C:19](=[O:21])[CH2:18][CH2:17][CH:16]=[CH:15][CH2:14][C@@H:13]([CH2:22][C:23]([O:25]C(C)(C)C)=O)[C:12](=[O:30])[O:11][CH2:10]1.FC(F)(F)C(O)=O.COC1C=CC=CC=1[C@H]1NC(=O)CCC=CC[C@@H](CC(O)=O)C(=O)OC1.[Cl:64][C:65]1[CH:70]=[CH:69][C:68]([CH2:71][NH2:72])=[CH:67][CH:66]=1. The catalyst is C(Cl)Cl.CO.C(Cl)Cl. The product is [Cl:64][C:65]1[CH:70]=[CH:69][C:68]([CH2:71][NH:72][C:23](=[O:25])[CH2:22][C@H:13]2[C:12](=[O:30])[O:11][CH2:10][C@@H:9]([C:4]3[CH:5]=[CH:6][CH:7]=[CH:8][C:3]=3[O:2][CH3:1])[NH:20][C:19](=[O:21])[CH2:18][CH2:17][CH:16]=[CH:15][CH2:14]2)=[CH:67][CH:66]=1. The yield is 0.340. (9) The reactants are [NH2:1][C:2]1[CH:3]=[C:4]([N:15]2[CH2:20][CH2:19][N:18]([C:21]([O:23][C:24]([CH3:27])([CH3:26])[CH3:25])=[O:22])[CH2:17][CH2:16]2)[CH:5]=[CH:6][C:7]=1[S:8][C:9]1[CH:14]=[CH:13][CH:12]=[CH:11][CH:10]=1.[C:28](Cl)(=[O:30])[CH3:29].C(N(C(C)C)CC)(C)C.O. The catalyst is C(Cl)Cl.CN(C1C=CN=CC=1)C. The product is [C:28]([NH:1][C:2]1[CH:3]=[C:4]([N:15]2[CH2:16][CH2:17][N:18]([C:21]([O:23][C:24]([CH3:27])([CH3:26])[CH3:25])=[O:22])[CH2:19][CH2:20]2)[CH:5]=[CH:6][C:7]=1[S:8][C:9]1[CH:10]=[CH:11][CH:12]=[CH:13][CH:14]=1)(=[O:30])[CH3:29]. The yield is 0.990. (10) The reactants are [NH:1]1[C:9]2[C:4](=[CH:5][CH:6]=[CH:7][CH:8]=2)[CH2:3][CH2:2]1.Br[C:11]1[CH:33]=[N:32][C:14]2[N:15]([CH2:24][O:25][CH2:26][CH2:27][Si:28]([CH3:31])([CH3:30])[CH3:29])[C:16]3[CH:21]=[N:20][C:19]([C:22]#[N:23])=[CH:18][C:17]=3[C:13]=2[CH:12]=1.P([O-])([O-])([O-])=O.[K+].[K+].[K+].C1(P(C2CCCCC2)C2C=CC=CC=2C2C(OC(C)C)=CC=CC=2OC(C)C)CCCCC1. The catalyst is C1(C)C=CC=CC=1. The product is [N:1]1([C:11]2[CH:33]=[N:32][C:14]3[N:15]([CH2:24][O:25][CH2:26][CH2:27][Si:28]([CH3:29])([CH3:31])[CH3:30])[C:16]4[CH:21]=[N:20][C:19]([C:22]#[N:23])=[CH:18][C:17]=4[C:13]=3[CH:12]=2)[C:9]2[C:4](=[CH:5][CH:6]=[CH:7][CH:8]=2)[CH2:3][CH2:2]1. The yield is 0.540.